Dataset: Full USPTO retrosynthesis dataset with 1.9M reactions from patents (1976-2016). Task: Predict the reactants needed to synthesize the given product. Given the product [CH3:11][C:12]1[N:16]([C:17]2[CH:18]=[N:19][CH:20]=[CH:21][C:22]=2[C:4]([O:8][CH2:9][CH3:10])=[O:3])[N:15]=[N:14][N:13]=1, predict the reactants needed to synthesize it. The reactants are: C([O:3][CH:4]([O:8][CH2:9][CH3:10])N(C)C)C.[CH3:11][C:12]1[N:16]([C:17]2[CH:18]=[N:19][CH:20]=[CH:21][C:22]=2C(O)=O)[N:15]=[N:14][N:13]=1.